This data is from Catalyst prediction with 721,799 reactions and 888 catalyst types from USPTO. The task is: Predict which catalyst facilitates the given reaction. Reactant: Br[CH2:2][C:3](=O)[CH2:4][CH2:5][CH2:6][CH2:7][CH2:8][CH3:9].[C:11]([NH:18][C:19]([NH2:21])=[NH:20])([O:13][C:14]([CH3:17])([CH3:16])[CH3:15])=[O:12].O. Product: [NH2:21][C:19]1[N:18]([C:11]([O:13][C:14]([CH3:17])([CH3:16])[CH3:15])=[O:12])[CH:2]=[C:3]([CH2:4][CH2:5][CH2:6][CH2:7][CH2:8][CH3:9])[N:20]=1. The catalyst class is: 3.